Dataset: Full USPTO retrosynthesis dataset with 1.9M reactions from patents (1976-2016). Task: Predict the reactants needed to synthesize the given product. (1) Given the product [CH3:1][N:2]([CH3:17])[CH2:3][CH2:4][NH:5][C:6]1[CH:7]=[C:8]([NH2:16])[C:9]([NH2:13])=[CH:10][C:11]=1[F:12], predict the reactants needed to synthesize it. The reactants are: [CH3:1][N:2]([CH3:17])[CH2:3][CH2:4][NH:5][C:6]1[CH:7]=[C:8]([NH2:16])[C:9]([N+:13]([O-])=O)=[CH:10][C:11]=1[F:12].[H][H]. (2) Given the product [F:25][C:19]1[C:20]([F:24])=[CH:21][CH:22]=[CH:23][C:18]=1[C:16]1[N:17]=[C:12]2[CH:11]=[N:10][N:9]([CH2:8][C:5]3[CH:6]=[N:7][C:2]([C:33]4[CH:34]=[CH:35][C:30]([O:29][CH2:26][CH2:27][CH3:28])=[CH:31][CH:32]=4)=[CH:3][CH:4]=3)[CH:14]=[C:13]2[N:15]=1, predict the reactants needed to synthesize it. The reactants are: Cl[C:2]1[N:7]=[CH:6][C:5]([CH2:8][N:9]2[CH:14]=[C:13]3[N:15]=[C:16]([C:18]4[CH:23]=[CH:22][CH:21]=[C:20]([F:24])[C:19]=4[F:25])[N:17]=[C:12]3[CH:11]=[N:10]2)=[CH:4][CH:3]=1.[CH2:26]([O:29][C:30]1[CH:35]=[CH:34][C:33](B(O)O)=[CH:32][CH:31]=1)[CH2:27][CH3:28]. (3) Given the product [OH:1][C@@H:2]([C@H:4]1[C:35](=[O:36])[N:6]2[C:7]([C:22]([O-:24])=[O:23])=[C:8]([C:10]3[CH:14]=[C:13]([CH3:15])[N:12]([C:16]4[CH:21]=[CH:20][CH:19]=[CH:18][CH:17]=4)[N:11]=3)[CH2:9][C@H:5]12)[CH3:3].[Na+:41], predict the reactants needed to synthesize it. The reactants are: [OH:1][C@@H:2]([C@H:4]1[C:35](=[O:36])[N:6]2[C:7]([C:22]([O:24]CC3C=CC([N+]([O-])=O)=CC=3)=[O:23])=[C:8]([C:10]3[CH:14]=[C:13]([CH3:15])[N:12]([C:16]4[CH:21]=[CH:20][CH:19]=[CH:18][CH:17]=4)[N:11]=3)[CH2:9][C@H:5]12)[CH3:3].C(=O)([O-])O.[Na+:41].